From a dataset of Retrosynthesis with 50K atom-mapped reactions and 10 reaction types from USPTO. Predict the reactants needed to synthesize the given product. (1) Given the product CC(C)C[C@@H](C=NNC(N)=O)NC(=O)[C@H](Cc1c[nH]cn1)NC(=O)C(CNC(=O)Cc1cccc2ccccc12)Cc1ccccc1, predict the reactants needed to synthesize it. The reactants are: CC(C)C[C@@H](C=NNC(N)=O)NC(=O)[C@@H](N)Cc1c[nH]cn1.O=C(Cc1cccc2ccccc12)NCC(Cc1ccccc1)C(=O)O. (2) Given the product CCCCOCCOc1ccc(-c2ccc3c(c2)C=C(C(=O)Nc2ccc(S(=O)Cc4nccn4CCC)cc2)CCN3CCC)cc1, predict the reactants needed to synthesize it. The reactants are: CCCCOCCOc1ccc(-c2ccc3c(c2)C=C(C(=O)Nc2ccc(SCc4nccn4CCC)cc2)CCN3CCC)cc1.O=S([O-])([O-])=S. (3) Given the product NC1(c2ccc(-c3nc4c(cc3-c3ccccc3)-n3c(nnc3C(F)F)CO4)cc2)CCC1, predict the reactants needed to synthesize it. The reactants are: CC(C)(C)OC(=O)NC1(c2ccc(-c3nc4c(cc3-c3ccccc3)-n3c(nnc3C(F)F)CO4)cc2)CCC1. (4) Given the product CC(=NC(=O)OCc1ccc([N+](=O)[O-])cc1)N1CC[C@H](SC(=O)C[C@@H]2[C@@H]([C@@H](C)OC(=O)OCc3ccc([N+](=O)[O-])cc3)C(=O)N2C(C(=O)OCc2ccc([N+](=O)[O-])cc2)=C(C)C)C1, predict the reactants needed to synthesize it. The reactants are: CC(=NC(=O)OCc1ccc([N+](=O)[O-])cc1)N1CC[C@H](SC(=O)C[C@@H]2[C@@H]([C@@H](C)O)C(=O)N2C(C(=O)OCc2ccc([N+](=O)[O-])cc2)=C(C)C)C1.O=C(Cl)OCc1ccc([N+](=O)[O-])cc1. (5) Given the product Cc1ccc(NC(=O)c2cc3nc(Nc4c(Cl)cncc4Cl)[nH]c3c3c2OC(C)(C)C3)c(Cl)c1, predict the reactants needed to synthesize it. The reactants are: COC(=O)c1cc2nc(Nc3c(Cl)cncc3Cl)[nH]c2c2c1OC(C)(C)C2.Cc1ccc(N)c(Cl)c1.